Dataset: Peptide-MHC class II binding affinity with 134,281 pairs from IEDB. Task: Regression. Given a peptide amino acid sequence and an MHC pseudo amino acid sequence, predict their binding affinity value. This is MHC class II binding data. (1) The peptide sequence is TAAVELARALVRAVA. The MHC is DRB3_0101 with pseudo-sequence DRB3_0101. The binding affinity (normalized) is 0.482. (2) The peptide sequence is FDHDILPDKFYEEFC. The binding affinity (normalized) is 0.185. The MHC is DRB1_1101 with pseudo-sequence DRB1_1101. (3) The peptide sequence is EWNVRSDVVARAMRL. The MHC is DRB1_0701 with pseudo-sequence DRB1_0701. The binding affinity (normalized) is 0.394. (4) The peptide sequence is RSPISNMVSMANNHM. The MHC is HLA-DQA10501-DQB10301 with pseudo-sequence HLA-DQA10501-DQB10301. The binding affinity (normalized) is 0.117.